Predict the product of the given reaction. From a dataset of Forward reaction prediction with 1.9M reactions from USPTO patents (1976-2016). (1) Given the reactants [N:1]1([C:7]2[N:12]=[CH:11][CH:10]=[CH:9][N:8]=2)[CH2:6][CH2:5][NH:4][CH2:3][CH2:2]1.[F:13][C:14]([F:30])([F:29])[C:15]1[O:19][N:18]=[C:17]([C:20]2[CH:21]=[C:22]([CH:26]=[CH:27][CH:28]=2)[C:23](O)=[O:24])[N:16]=1, predict the reaction product. The product is: [N:12]1[CH:11]=[CH:10][CH:9]=[N:8][C:7]=1[N:1]1[CH2:6][CH2:5][N:4]([C:23]([C:22]2[CH:26]=[CH:27][CH:28]=[C:20]([C:17]3[N:16]=[C:15]([C:14]([F:29])([F:13])[F:30])[O:19][N:18]=3)[CH:21]=2)=[O:24])[CH2:3][CH2:2]1. (2) Given the reactants ClC1C=C(N2C3C(=CC4C(N)=NOC=4C=3)C(C)=N2)C=NC=1OCC(C)C.CS(Cl)(=O)=O.[Cl:32][C:33]1[CH:34]=[C:35]([N:44]2[C:52]3[C:47](=[CH:48][C:49]4[C:55]([N:56](S(C)(=O)=O)[S:57]([CH3:60])(=[O:59])=[O:58])=[N:54][O:53][C:50]=4[CH:51]=3)[C:46]([CH3:65])=[N:45]2)[CH:36]=[N:37][C:38]=1[O:39][CH2:40][CH:41]([CH3:43])[CH3:42].CCCC[N+](CCCC)(CCCC)CCCC.[F-], predict the reaction product. The product is: [Cl:32][C:33]1[CH:34]=[C:35]([N:44]2[C:52]3[C:47](=[CH:48][C:49]4[C:55]([NH:56][S:57]([CH3:60])(=[O:59])=[O:58])=[N:54][O:53][C:50]=4[CH:51]=3)[C:46]([CH3:65])=[N:45]2)[CH:36]=[N:37][C:38]=1[O:39][CH2:40][CH:41]([CH3:43])[CH3:42]. (3) Given the reactants [Cl:1][C:2]1[CH:7]=[CH:6][C:5]([CH:8]([C:34]2[CH:39]=[CH:38][C:37]([Cl:40])=[CH:36][CH:35]=2)[C:9]2[CH:10]=[C:11]3[C:16](=[CH:17][CH:18]=2)[NH:15][C:14](=[O:19])[CH:13]=[C:12]3[NH:20][CH:21]2[CH2:26][CH2:25][N:24]([S:27]([C:30]([F:33])([F:32])[F:31])(=[O:29])=[O:28])[CH2:23][CH2:22]2)=[CH:4][CH:3]=1.Br[CH2:42][CH2:43][O:44][CH3:45], predict the reaction product. The product is: [Cl:1][C:2]1[CH:7]=[CH:6][C:5]([CH:8]([C:34]2[CH:35]=[CH:36][C:37]([Cl:40])=[CH:38][CH:39]=2)[C:9]2[CH:10]=[C:11]3[C:16](=[CH:17][CH:18]=2)[N:15]=[C:14]([O:19][CH2:42][CH2:43][O:44][CH3:45])[CH:13]=[C:12]3[NH:20][CH:21]2[CH2:26][CH2:25][N:24]([S:27]([C:30]([F:33])([F:31])[F:32])(=[O:29])=[O:28])[CH2:23][CH2:22]2)=[CH:4][CH:3]=1.[Cl:1][C:2]1[CH:7]=[CH:6][C:5]([CH:8]([C:34]2[CH:35]=[CH:36][C:37]([Cl:40])=[CH:38][CH:39]=2)[C:9]2[CH:10]=[C:11]3[C:16](=[CH:17][CH:18]=2)[N:15]([CH2:42][CH2:43][O:44][CH3:45])[C:14](=[O:19])[CH:13]=[C:12]3[NH:20][CH:21]2[CH2:26][CH2:25][N:24]([S:27]([C:30]([F:33])([F:31])[F:32])(=[O:29])=[O:28])[CH2:23][CH2:22]2)=[CH:4][CH:3]=1. (4) Given the reactants Cl[C:2]1[CH:7]=[C:6]([Cl:8])[N:5]=[CH:4][N:3]=1.[N:9]1([C:15]([O:17][C:18]([CH3:21])([CH3:20])[CH3:19])=[O:16])[CH2:14][CH2:13][NH:12][CH2:11][CH2:10]1.C(N(CC)CC)C.O, predict the reaction product. The product is: [Cl:8][C:6]1[N:5]=[CH:4][N:3]=[C:2]([N:12]2[CH2:11][CH2:10][N:9]([C:15]([O:17][C:18]([CH3:21])([CH3:20])[CH3:19])=[O:16])[CH2:14][CH2:13]2)[CH:7]=1. (5) Given the reactants C1([C@H]([N:9]([C@@H:21]2[CH2:27][CH2:26][CH2:25][C:24]3[CH:28]=[CH:29][C:30]([O:32][CH2:33][C:34]([O:36][CH2:37][CH3:38])=[O:35])=[CH:31][C:23]=3[CH2:22]2)[CH2:10][C@@H:11]([OH:20])[CH2:12][O:13][C:14]2[CH:19]=[CH:18][CH:17]=[CH:16][CH:15]=2)C)C=CC=CC=1.[H][H], predict the reaction product. The product is: [CH2:37]([O:36][C:34]([CH2:33][O:32][C:30]1[CH:29]=[CH:28][C:24]2[CH2:25][CH2:26][CH2:27][C@@H:21]([NH:9][CH2:10][C@@H:11]([OH:20])[CH2:12][O:13][C:14]3[CH:19]=[CH:18][CH:17]=[CH:16][CH:15]=3)[CH2:22][C:23]=2[CH:31]=1)=[O:35])[CH3:38]. (6) Given the reactants [C:1]([O:5][C:6](=[O:12])[CH2:7][CH2:8][C:9]([OH:11])=O)([CH3:4])([CH3:3])[CH3:2].CN1CCOCC1.ClC(OCC(C)C)=O.Cl.[NH2:29][CH:30]([C:36](=[O:38])[CH3:37])[C:31]([O:33][CH2:34][CH3:35])=[O:32], predict the reaction product. The product is: [C:1]([O:5][C:6](=[O:12])[CH2:7][CH2:8][C:9]([NH:29][CH:30]([C:36](=[O:38])[CH3:37])[C:31]([O:33][CH2:34][CH3:35])=[O:32])=[O:11])([CH3:2])([CH3:3])[CH3:4]. (7) Given the reactants [CH2:1]([O:8][C:9]([N:11]1[CH2:16][CH2:15][CH:14]([C:17](Cl)=[O:18])[CH2:13][CH2:12]1)=[O:10])[C:2]1[CH:7]=[CH:6][CH:5]=[CH:4][CH:3]=1.[NH2:20][C:21]1[CH:26]=[C:25]([Cl:27])[N:24]=[CH:23][N:22]=1, predict the reaction product. The product is: [CH2:1]([O:8][C:9]([N:11]1[CH2:16][CH2:15][CH:14]([C:17](=[O:18])[NH:20][C:21]2[CH:26]=[C:25]([Cl:27])[N:24]=[CH:23][N:22]=2)[CH2:13][CH2:12]1)=[O:10])[C:2]1[CH:7]=[CH:6][CH:5]=[CH:4][CH:3]=1.